From a dataset of Full USPTO retrosynthesis dataset with 1.9M reactions from patents (1976-2016). Predict the reactants needed to synthesize the given product. (1) The reactants are: [Cl:1][C:2]1[CH:7]=[CH:6][C:5]([CH:8]([C:16]2[CH:17]=[C:18]([C:22]3[CH:23]=[C:24]([CH:32]([CH3:34])[CH3:33])[CH:25]=[C:26]4[C:31]=3[N:30]=[CH:29][CH:28]=[CH:27]4)[CH:19]=[CH:20][CH:21]=2)[CH2:9][C:10]2[CH:15]=[CH:14][N:13]=[CH:12][CH:11]=2)=[CH:4][CH:3]=1.CO.C1C=C(C([O-])=[O:44])C(C(O[O-])=O)=CC=1.[Mg+2]. Given the product [CH3:33][CH:32]([C:24]1[CH:25]=[C:26]2[CH:27]=[CH:28][CH:29]=[N:30][C:31]2=[C:22]([C:18]2[CH:19]=[CH:20][CH:21]=[C:16]([CH:8]([C:5]3[CH:6]=[CH:7][C:2]([Cl:1])=[CH:3][CH:4]=3)[CH2:9][C:10]3[CH:11]=[CH:12][N+:13]([O-:44])=[CH:14][CH:15]=3)[CH:17]=2)[CH:23]=1)[CH3:34], predict the reactants needed to synthesize it. (2) The reactants are: C(O[C:4]([C:6]1[CH:7]=[N:8][C:9]2[C:14]([C:15]=1[NH:16][CH:17]1[CH2:21][CH2:20][CH2:19][CH2:18]1)=[CH:13][CH:12]=[CH:11][C:10]=2[O:22][CH3:23])=[O:5])C.[CH2:24]([C:26]1[CH:31]=[CH:30][CH:29]=[C:28]([N:32]=[C:33]=[O:34])[CH:27]=1)[CH3:25]. Given the product [CH:17]1([N:16]2[C:15]3[C:14]4[CH:13]=[CH:12][CH:11]=[C:10]([O:22][CH3:23])[C:9]=4[N:8]=[CH:7][C:6]=3[C:4](=[O:5])[N:32]([C:28]3[CH:29]=[CH:30][CH:31]=[C:26]([CH2:24][CH3:25])[CH:27]=3)[C:33]2=[O:34])[CH2:18][CH2:19][CH2:20][CH2:21]1, predict the reactants needed to synthesize it.